Dataset: Forward reaction prediction with 1.9M reactions from USPTO patents (1976-2016). Task: Predict the product of the given reaction. (1) The product is: [NH2:1][C:4]1[CH:5]=[CH:6][C:7]([N:10]2[CH2:23][CH2:22][C:13]3([CH2:16][CH:15]([C:17]([O:19][CH2:20][CH3:21])=[O:18])[CH2:14]3)[CH2:12][CH2:11]2)=[N:8][CH:9]=1. Given the reactants [N+:1]([C:4]1[CH:5]=[CH:6][C:7]([N:10]2[CH2:23][CH2:22][C:13]3([CH2:16][CH:15]([C:17]([O:19][CH2:20][CH3:21])=[O:18])[CH2:14]3)[CH2:12][CH2:11]2)=[N:8][CH:9]=1)([O-])=O, predict the reaction product. (2) Given the reactants C([N:5]1[C:9]2=[N:10][CH:11]=[N:12][C:13]([NH2:14])=[C:8]2[C:7]([C:15]2[CH:20]=[CH:19][CH:18]=[C:17]([O:21][CH2:22][C:23]3[CH:28]=[CH:27][CH:26]=[CH:25][CH:24]=3)[CH:16]=2)=[N:6]1)(C)(C)C.NC1N=CN=C2NN=C(C3C=C(O)C=CC=3)C=12, predict the reaction product. The product is: [CH2:22]([O:21][C:17]1[CH:16]=[C:15]([C:7]2[C:8]3[C:9](=[N:10][CH:11]=[N:12][C:13]=3[NH2:14])[NH:5][N:6]=2)[CH:20]=[CH:19][CH:18]=1)[C:23]1[CH:28]=[CH:27][CH:26]=[CH:25][CH:24]=1. (3) Given the reactants [N+:1]([C:4]1[CH:9]=[CH:8][C:7]([C:10]2[C:11]([C:15]([O:17][CH2:18][CH3:19])=[O:16])=[CH:12][NH:13][CH:14]=2)=[CH:6][CH:5]=1)([O-])=O.[H][H], predict the reaction product. The product is: [NH2:1][C:4]1[CH:9]=[CH:8][C:7]([C:10]2[C:11]([C:15]([O:17][CH2:18][CH3:19])=[O:16])=[CH:12][NH:13][CH:14]=2)=[CH:6][CH:5]=1. (4) Given the reactants [NH2:1][C:2]1[C:10]2[C:9]([C:11]3[CH:16]=[CH:15][C:14]([Cl:17])=[C:13]([Cl:18])[CH:12]=3)=[N:8][C:7](S(C)=O)=[N:6][C:5]=2[S:4][C:3]=1[C:22]([NH2:24])=[O:23].[C:25]([NH2:29])([CH3:28])([CH3:27])[CH3:26], predict the reaction product. The product is: [NH2:1][C:2]1[C:10]2[C:9]([C:11]3[CH:16]=[CH:15][C:14]([Cl:17])=[C:13]([Cl:18])[CH:12]=3)=[N:8][C:7]([NH:29][C:25]([CH3:28])([CH3:27])[CH3:26])=[N:6][C:5]=2[S:4][C:3]=1[C:22]([NH2:24])=[O:23]. (5) Given the reactants [CH3:1][C:2]1[CH:7]=[C:6]([C:8]([N:10]2[C:16]3[CH:17]=[CH:18][CH:19]=[CH:20][C:15]=3[CH2:14][N:13]3[C:21]([C:24]([N:26]4[CH2:31][CH2:30][N:29](C(OC(C)(C)C)=O)[CH2:28][CH2:27]4)=[O:25])=[CH:22][CH:23]=[C:12]3[CH2:11]2)=[O:9])[CH:5]=[CH:4][C:3]=1[C:39]1[CH:44]=[CH:43][CH:42]=[CH:41][C:40]=1[C:45]([F:48])([F:47])[F:46].C(OCC)(=O)C.[ClH:55], predict the reaction product. The product is: [ClH:55].[CH3:1][C:2]1[CH:7]=[C:6]([C:8]([N:10]2[C:16]3[CH:17]=[CH:18][CH:19]=[CH:20][C:15]=3[CH2:14][N:13]3[C:21]([C:24]([N:26]4[CH2:27][CH2:28][NH:29][CH2:30][CH2:31]4)=[O:25])=[CH:22][CH:23]=[C:12]3[CH2:11]2)=[O:9])[CH:5]=[CH:4][C:3]=1[C:39]1[CH:44]=[CH:43][CH:42]=[CH:41][C:40]=1[C:45]([F:47])([F:46])[F:48]. (6) Given the reactants [CH2:1]([O:3][C:4]([CH:6]1[CH2:8][CH:7]1[CH:9]([C:11]1[N:19]2[C:14]([C:15]([NH2:20])=[N:16][CH:17]=[N:18]2)=[CH:13][CH:12]=1)O)=[O:5])[CH3:2].C([SiH](CC)CC)C.C(O)(C(F)(F)F)=O.C(=O)([O-])[O-].[Na+].[Na+], predict the reaction product. The product is: [CH2:1]([O:3][C:4]([CH:6]1[CH2:8][CH:7]1[CH2:9][C:11]1[N:19]2[C:14]([C:15]([NH2:20])=[N:16][CH:17]=[N:18]2)=[CH:13][CH:12]=1)=[O:5])[CH3:2]. (7) Given the reactants C([N-]C(C)C)(C)C.[Li+].[C:9]1([C:15]([C:33]2[CH:38]=[CH:37][CH:36]=[CH:35][CH:34]=2)([C:27]2[CH:32]=[CH:31][CH:30]=[CH:29][CH:28]=2)[N:16]2[C:20]([CH2:21][CH2:22][CH2:23][CH2:24][C:25]#[N:26])=[N:19][N:18]=[N:17]2)[CH:14]=[CH:13][CH:12]=[CH:11][CH:10]=1.[C:39]([O:47][C@@H:48]1[CH2:56][C@@H:51]2[O:52][C:53](=[O:55])[CH2:54][C@@H:50]2[C@H:49]1/[CH:57]=[CH:58]/[C@@H:59]([O:66][Si:67]([C:80]([CH3:83])([CH3:82])[CH3:81])([C:74]1[CH:79]=[CH:78][CH:77]=[CH:76][CH:75]=1)[C:68]1[CH:73]=[CH:72][CH:71]=[CH:70][CH:69]=1)[CH:60]([CH3:65])[CH2:61][CH2:62][CH2:63][CH3:64])(=[O:46])[C:40]1[CH:45]=[CH:44][CH:43]=[CH:42][CH:41]=1.C(=O)(O)[O-].[Na+], predict the reaction product. The product is: [C:39]([O:47][C@@H:48]1[CH2:56][C@@H:51]2[O:52][C:53]([CH:24]([CH2:23][CH2:22][CH2:21][C:20]3[N:16]([C:15]([C:33]4[CH:34]=[CH:35][CH:36]=[CH:37][CH:38]=4)([C:9]4[CH:14]=[CH:13][CH:12]=[CH:11][CH:10]=4)[C:27]4[CH:28]=[CH:29][CH:30]=[CH:31][CH:32]=4)[N:17]=[N:18][N:19]=3)[C:25]#[N:26])([OH:55])[CH2:54][C@@H:50]2[C@H:49]1/[CH:57]=[CH:58]/[C@@H:59]([O:66][Si:67]([C:80]([CH3:82])([CH3:81])[CH3:83])([C:74]1[CH:75]=[CH:76][CH:77]=[CH:78][CH:79]=1)[C:68]1[CH:73]=[CH:72][CH:71]=[CH:70][CH:69]=1)[CH:60]([CH3:65])[CH2:61][CH2:62][CH2:63][CH3:64])(=[O:46])[C:40]1[CH:41]=[CH:42][CH:43]=[CH:44][CH:45]=1.